Dataset: Reaction yield outcomes from USPTO patents with 853,638 reactions. Task: Predict the reaction yield, written as a fraction of the theoretical maximum amount of product (1.0 means a 100% yield; for example, 0.34 means a 34% yield). (1) The reactants are [NH2:1][C:2]1[C:11]([C:12]([OH:14])=[O:13])=[C:10]2[C:5]([CH:6]=[CH:7][CH:8]=[N:9]2)=[CH:4][CH:3]=1.[Cl:15][C:16]1[C:17]([N:22]2[C:26]([C:27](O)=O)=[CH:25][C:24]([C:30]([F:33])([F:32])[F:31])=[N:23]2)=[N:18][CH:19]=[CH:20][CH:21]=1.N1C=CC=CC=1.CS(Cl)(=O)=O. The catalyst is O1CCCC1. The product is [Cl:15][C:16]1[C:17]([N:22]2[C:26]([C:27]3[O:13][C:12](=[O:14])[C:11]4[C:10]5[C:5](=[CH:6][CH:7]=[CH:8][N:9]=5)[CH:4]=[CH:3][C:2]=4[N:1]=3)=[CH:25][C:24]([C:30]([F:33])([F:31])[F:32])=[N:23]2)=[N:18][CH:19]=[CH:20][CH:21]=1. The yield is 0.240. (2) The reactants are [Si:1]([O:8][C@H:9]1[CH2:14][NH:13][CH2:12][C@H:11]([OH:15])[CH2:10]1)([C:4]([CH3:7])([CH3:6])[CH3:5])([CH3:3])[CH3:2].Cl[C:17]([O:19][CH2:20][C:21]1[CH:26]=[CH:25][CH:24]=[CH:23][CH:22]=1)=[O:18]. The catalyst is O1CCOCC1.O.CCOC(C)=O. The product is [Si:1]([O:8][C@@H:9]1[CH2:10][C@@H:11]([OH:15])[CH2:12][N:13]([C:17]([O:19][CH2:20][C:21]2[CH:26]=[CH:25][CH:24]=[CH:23][CH:22]=2)=[O:18])[CH2:14]1)([C:4]([CH3:7])([CH3:6])[CH3:5])([CH3:3])[CH3:2]. The yield is 0.740.